Task: Predict the product of the given reaction.. Dataset: Forward reaction prediction with 1.9M reactions from USPTO patents (1976-2016) (1) Given the reactants [CH3:1][C@@H:2]1[CH2:7][NH:6][CH2:5][CH2:4][NH:3]1.[F:8][C:9]([F:19])([F:18])[O:10][C:11]1[CH:16]=[CH:15][C:14](Br)=[CH:13][CH:12]=1.CC(C)([O-])C.[Na+], predict the reaction product. The product is: [CH3:1][C@H:2]1[NH:3][CH2:4][CH2:5][N:6]([C:14]2[CH:13]=[CH:12][C:11]([O:10][C:9]([F:8])([F:18])[F:19])=[CH:16][CH:15]=2)[CH2:7]1. (2) Given the reactants [C:1](/[C:3](=[C:7](/[N:9]1[CH2:14][CH2:13][N:12]([CH:15]([CH3:17])[CH3:16])[CH2:11][CH2:10]1)\[CH3:8])/[C:4](=[S:6])[NH2:5])#[N:2].[CH3:18]OC(OC)N(C)C.[OH-].[Na+].Cl[CH2:29][C:30]([NH2:32])=[O:31], predict the reaction product. The product is: [NH2:2][C:1]1[C:3]2[C:4](=[N:5][CH:18]=[CH:8][C:7]=2[N:9]2[CH2:14][CH2:13][N:12]([CH:15]([CH3:17])[CH3:16])[CH2:11][CH2:10]2)[S:6][C:29]=1[C:30]([NH2:32])=[O:31]. (3) Given the reactants [CH2:1]([O:5]C(=O)OCC(C)C)[CH:2](C)C.[CH2:13]([NH2:20])[C:14]1[CH:19]=[CH:18][CH:17]=[CH:16][CH:15]=1, predict the reaction product. The product is: [CH2:13]([NH:20][C:1](=[O:5])[CH3:2])[C:14]1[CH:19]=[CH:18][CH:17]=[CH:16][CH:15]=1. (4) Given the reactants [CH3:1][C:2]1[N:3]=[C:4]([NH:7][C:8]2[CH:13]=[C:12]([O:14][C:15]3[CH:23]=[CH:22][CH:21]=[CH:20][C:16]=3[C:17]([OH:19])=O)[CH:11]=[CH:10][N:9]=2)[S:5][CH:6]=1.[CH2:24]([N:26]([CH2:29][CH3:30])[CH2:27][CH3:28])[CH3:25].C([Cl:36])(=O)OCC.[N:37]1CCCC=1CCN, predict the reaction product. The product is: [ClH:36].[ClH:36].[CH3:1][C:2]1[N:3]=[C:4]([NH:7][C:8]2[CH:13]=[C:12]([O:14][C:15]3[CH:23]=[CH:22][CH:21]=[CH:20][C:16]=3[C:17]([NH:37][CH2:25][CH2:24][N:26]3[CH2:29][CH2:30][CH2:28][CH2:27]3)=[O:19])[CH:11]=[CH:10][N:9]=2)[S:5][CH:6]=1. (5) Given the reactants [F:1][C:2]([F:13])([F:12])[O:3][C:4]1[CH:11]=[CH:10][C:7]([CH:8]=O)=[CH:6][CH:5]=1.P([C:22]#[N:23])(=O)(OCC)OCC.Cl.[NH:25]1[CH2:30][CH2:29][CH:28]([O:31][N:32]2[C:40](=[O:41])[C:39]3[C:34](=[CH:35][CH:36]=[CH:37][CH:38]=3)[C:33]2=[O:42])[CH2:27][CH2:26]1.C(N(CC)CC)C, predict the reaction product. The product is: [O:41]=[C:40]1[C:39]2[C:34](=[CH:35][CH:36]=[CH:37][CH:38]=2)[C:33](=[O:42])[N:32]1[O:31][CH:28]1[CH2:29][CH2:30][N:25]([CH:8]([C:7]2[CH:10]=[CH:11][C:4]([O:3][C:2]([F:13])([F:12])[F:1])=[CH:5][CH:6]=2)[C:22]#[N:23])[CH2:26][CH2:27]1. (6) Given the reactants [H-].[H-].[H-].[H-].[Li+].[Al+3].N1(CC2C=CC(O)=CC=2)CCCC1.[CH2:20]([N:27]([CH3:35])[C:28]([CH:30]1[CH2:33][C:32](=[O:34])[CH2:31]1)=O)[C:21]1[CH:26]=[CH:25][CH:24]=[CH:23][CH:22]=1.[OH-].[Na+], predict the reaction product. The product is: [CH2:20]([N:27]([CH2:28][C@@H:30]1[CH2:31][C@H:32]([OH:34])[CH2:33]1)[CH3:35])[C:21]1[CH:26]=[CH:25][CH:24]=[CH:23][CH:22]=1. (7) Given the reactants [NH2:1][C:2]1[N:3]([C:14]2[CH:19]=[CH:18][C:17]([CH2:20][CH2:21][OH:22])=[CH:16][CH:15]=2)[C:4]([CH3:13])=[C:5]([C:7]2[CH:12]=[CH:11][CH:10]=[CH:9][CH:8]=2)[N:6]=1.[C:23]1([CH3:35])[CH:28]=[CH:27][C:26]([S:29]([N:32]=[C:33]=[O:34])(=[O:31])=[O:30])=[CH:25][CH:24]=1, predict the reaction product. The product is: [CH3:35][C:23]1[CH:28]=[CH:27][C:26]([S:29]([NH:32][C:33](=[O:34])[O:22][CH2:21][CH2:20][C:17]2[CH:16]=[CH:15][C:14]([N:3]3[C:4]([CH3:13])=[C:5]([C:7]4[CH:12]=[CH:11][CH:10]=[CH:9][CH:8]=4)[N:6]=[C:2]3[NH2:1])=[CH:19][CH:18]=2)(=[O:31])=[O:30])=[CH:25][CH:24]=1. (8) Given the reactants [Br:1][C:2]1[CH:10]=[C:9]2[C:5]([CH:6]=[CH:7][NH:8]2)=[CH:4][CH:3]=1.[C:11]([O:15][C:16]([N:18]1[CH2:23][CH2:22][C:21](=O)[CH2:20][CH2:19]1)=[O:17])([CH3:14])([CH3:13])[CH3:12].N1CCCC1, predict the reaction product. The product is: [C:11]([O:15][C:16]([N:18]1[CH2:19][CH:20]=[C:21]([C:6]2[C:5]3[C:9](=[CH:10][C:2]([Br:1])=[CH:3][CH:4]=3)[NH:8][CH:7]=2)[CH2:22][CH2:23]1)=[O:17])([CH3:14])([CH3:12])[CH3:13]. (9) Given the reactants O[C:2]([CH3:18])([CH3:17])[CH2:3][O:4][C:5]1[CH:14]=[CH:13][C:8]([C:9]([O:11][CH3:12])=[O:10])=[CH:7][C:6]=1[O:15][CH3:16].COCCN(CCOC)S(F)(F)[F:25], predict the reaction product. The product is: [F:25][C:2]([CH3:18])([CH3:17])[CH2:3][O:4][C:5]1[CH:14]=[CH:13][C:8]([C:9]([O:11][CH3:12])=[O:10])=[CH:7][C:6]=1[O:15][CH3:16].